From a dataset of Forward reaction prediction with 1.9M reactions from USPTO patents (1976-2016). Predict the product of the given reaction. (1) Given the reactants [O:1]=[S:2]1(=[O:9])[CH2:5][CH:4]([CH2:6][CH2:7][OH:8])[CH2:3]1.[CH3:10][C:11]1[CH:16]=[CH:15][C:14]([S:17](Cl)(=[O:19])=[O:18])=[CH:13][CH:12]=1.C(N(CC)CC)C, predict the reaction product. The product is: [CH3:10][C:11]1[CH:16]=[CH:15][C:14]([S:17]([O:8][CH2:7][CH2:6][CH:4]2[CH2:5][S:2](=[O:9])(=[O:1])[CH2:3]2)(=[O:19])=[O:18])=[CH:13][CH:12]=1. (2) Given the reactants [NH2:1][C:2]1[CH:7]=[CH:6][C:5]([C:8]([C:14]2[CH:19]=[CH:18][C:17]([Cl:20])=[CH:16][CH:15]=2)([OH:13])[C:9]([F:12])([F:11])[F:10])=[CH:4][C:3]=1[CH3:21].[H-].[Na+].[CH3:24]I, predict the reaction product. The product is: [Cl:20][C:17]1[CH:18]=[CH:19][C:14]([C:8]([C:5]2[CH:6]=[CH:7][C:2]([NH2:1])=[C:3]([CH3:21])[CH:4]=2)([O:13][CH3:24])[C:9]([F:10])([F:11])[F:12])=[CH:15][CH:16]=1.